Dataset: Reaction yield outcomes from USPTO patents with 853,638 reactions. Task: Predict the reaction yield, written as a fraction of the theoretical maximum amount of product (1.0 means a 100% yield; for example, 0.34 means a 34% yield). (1) The reactants are [Li][CH2:2][CH2:3][CH2:4][CH3:5].[C:6]1(=[O:11])[CH2:10][CH2:9][CH:8]=[CH:7]1.[NH4+].[Cl-]. The catalyst is O. The product is [CH2:2]([C:6]1([OH:11])[CH2:10][CH2:9][CH2:8][CH2:7]1)[CH2:3][CH2:4][CH3:5]. The yield is 0.980. (2) The reactants are [NH2:1][C:2]1[CH:7]=[C:6]([Br:8])[CH:5]=[CH:4][C:3]=1[NH:9][CH2:10][CH2:11][C:12]1(O)[CH2:17][CH2:16][CH2:15][CH2:14]C1.[C:19](Cl)(=O)[C:20]([CH3:23])([CH3:22])[CH3:21].O.C1(C)C=CC(S(O)(=O)=[O:34])=CC=1.C(=O)([O-])O.[Na+]. The catalyst is C1(C)C=CC=CC=1.O. The product is [Br:8][C:6]1[CH:5]=[CH:4][C:3]2[N:9]([CH2:10][C:11]3([OH:34])[CH2:12][CH2:17][CH2:16][CH2:15][CH2:14]3)[C:19]([C:20]([CH3:23])([CH3:22])[CH3:21])=[N:1][C:2]=2[CH:7]=1. The yield is 0.210. (3) The reactants are S(Cl)(Cl)=O.C(N(C(C)C)C(C)C)C.[CH:14]1([NH:20][C:21]2[CH:26]=[CH:25][CH:24]=[CH:23][CH:22]=2)[CH2:19][CH2:18][CH2:17][CH2:16][CH2:15]1.[CH3:27][CH:28]1[CH2:32][CH2:31][CH2:30][O:29]1.[C:33]1(C)[CH:38]=CC=[CH:35][CH:34]=1. The catalyst is O. The product is [CH:21]1([N:20]([C:14]2[CH:19]=[CH:18][CH:17]=[CH:16][CH:15]=2)[C:30](=[O:29])/[CH:31]=[CH:32]/[C:28]2[CH:35]=[CH:34][CH:33]=[CH:38][CH:27]=2)[CH2:26][CH2:25][CH2:24][CH2:23][CH2:22]1. The yield is 0.680. (4) The reactants are C[O:2][C:3]([C:5]1[CH:10]=[CH:9][C:8](=[O:11])[N:7]([CH3:12])[C:6]=1[NH:13][C:14]1[CH:19]=[CH:18][C:17]([Br:20])=[CH:16][C:15]=1[F:21])=[O:4].BrC1C=CC(N)=C(F)C=1.C[Si]([N-][Si](C)(C)C)(C)C.[Li+].COC(C1C=CC(=O)N(C)C=1Cl)=O. The catalyst is C1COCC1. The product is [Br:20][C:17]1[CH:18]=[CH:19][C:14]([NH:13][C:6]2[N:7]([CH3:12])[C:8](=[O:11])[CH:9]=[CH:10][C:5]=2[C:3]([OH:4])=[O:2])=[C:15]([F:21])[CH:16]=1. The yield is 0.650. (5) The reactants are Cl[CH:2]([C:19]1[CH:24]=[CH:23][C:22]([Cl:25])=[CH:21][CH:20]=1)[C:3]1[CH:4]=[C:5]2[C:10](=[CH:11][CH:12]=1)[NH:9][C:8](=[O:13])[CH:7]=[C:6]2[N:14]1[CH:18]=[CH:17][N:16]=[CH:15]1.[NH:26]1[CH:30]=[CH:29][N:28]=[CH:27]1. The catalyst is C(#N)C. The product is [Cl:25][C:22]1[CH:23]=[CH:24][C:19]([CH:2]([N:26]2[CH:30]=[CH:29][N:28]=[CH:27]2)[C:3]2[CH:4]=[C:5]3[C:10](=[CH:11][CH:12]=2)[NH:9][C:8](=[O:13])[CH:7]=[C:6]3[N:14]2[CH:18]=[CH:17][N:16]=[CH:15]2)=[CH:20][CH:21]=1. The yield is 0.300. (6) The reactants are [CH:1]1([C:4]2[NH:8][N:7]=[C:6]([C:9]([O:11][CH2:12][CH3:13])=[O:10])[C:5]=2[CH3:14])[CH2:3][CH2:2]1.[H-].[Na+].Br[CH2:18][C:19]1[C:24]([F:25])=[CH:23][C:22]([O:26][CH2:27][CH3:28])=[CH:21][C:20]=1[F:29].O. The catalyst is C1COCC1. The product is [CH:1]1([C:4]2[N:8]([CH2:18][C:19]3[C:20]([F:29])=[CH:21][C:22]([O:26][CH2:27][CH3:28])=[CH:23][C:24]=3[F:25])[N:7]=[C:6]([C:9]([O:11][CH2:12][CH3:13])=[O:10])[C:5]=2[CH3:14])[CH2:2][CH2:3]1. The yield is 0.890. (7) The reactants are Cl.O1CCOCC1.[F:8][CH:9]([F:38])[N:10]1[N:26]=[CH:25][C:24]2[NH:23][C:22](=[O:27])[C@H:21]([CH3:28])[CH2:20][CH2:19][CH2:18][C@H:17]([NH:29]C(=O)OC(C)(C)C)[C:16]3[CH:37]=[C:12]([CH:13]=[CH:14][N:15]=3)[C:11]1=2.N. The catalyst is CO.C(Cl)Cl. The product is [NH2:29][C@@H:17]1[C:16]2[CH:37]=[C:12]([CH:13]=[CH:14][N:15]=2)[C:11]2[N:10]([CH:9]([F:8])[F:38])[N:26]=[CH:25][C:24]=2[NH:23][C:22](=[O:27])[C@H:21]([CH3:28])[CH2:20][CH2:19][CH2:18]1. The yield is 0.750.